Dataset: CYP2D6 inhibition data for predicting drug metabolism from PubChem BioAssay. Task: Regression/Classification. Given a drug SMILES string, predict its absorption, distribution, metabolism, or excretion properties. Task type varies by dataset: regression for continuous measurements (e.g., permeability, clearance, half-life) or binary classification for categorical outcomes (e.g., BBB penetration, CYP inhibition). Dataset: cyp2d6_veith. (1) The drug is CNC(=S)NC1CC2CCCC(C1)N2CC(C)C. The result is 1 (inhibitor). (2) The molecule is CCCCNC(=O)C1CCN(Cc2ccccn2)CC1. The result is 1 (inhibitor). (3) The molecule is O=C(O)[C@H](CCc1ccccn1)c1ccccc1. The result is 0 (non-inhibitor). (4) The result is 1 (inhibitor). The molecule is CCCC(=O)Nc1nnc(CCN2CCCCC2)s1. (5) The drug is Cc1ccc(-c2noc(CN3CCN(C(c4ccccc4)c4ccccc4)CC3)n2)cc1. The result is 0 (non-inhibitor). (6) The compound is c1ccc(CNc2ncnc3ccc(-c4cccnc4)cc23)cc1. The result is 1 (inhibitor). (7) The molecule is Cc1nc2cnc(Nc3ccccc3)nc2n(CCC#N)c1=O. The result is 0 (non-inhibitor). (8) The molecule is CC/C=C\CC[C@H](O)C1=CCCCC1=O. The result is 0 (non-inhibitor).